From a dataset of Retrosynthesis with 50K atom-mapped reactions and 10 reaction types from USPTO. Predict the reactants needed to synthesize the given product. (1) The reactants are: CC1(C)CC(C(=O)O)c2cc(-c3ccc(Cl)cc3)c(-c3ccccc3Cl)nc2O1.NCCO. Given the product CC1(C)CC(C(=O)NCCO)c2cc(-c3ccc(Cl)cc3)c(-c3ccccc3Cl)nc2O1, predict the reactants needed to synthesize it. (2) Given the product CC(C)C[C@@H](N)C(=O)O, predict the reactants needed to synthesize it. The reactants are: CC(C)C[C@@H](NCc1ccccc1)C(=O)O. (3) Given the product COc1ccc2c(c1)CCCN2c1cc(C)nc(N)n1, predict the reactants needed to synthesize it. The reactants are: COc1ccc2c(c1)CCCN2.Cc1cc(Cl)nc(N)n1. (4) Given the product COCCOC1CCN(C(=O)c2cc(Cc3n[nH]c(=O)c4c3CCCC4)ccc2F)CC1, predict the reactants needed to synthesize it. The reactants are: COCCOC1CCNCC1.O=C(O)c1cc(Cc2n[nH]c(=O)c3c2CCCC3)ccc1F. (5) The reactants are: COC(=O)c1c(OCc2ccccc2)c2c(n(Cc3ccc(OC)cc3OC)c1=O)-c1cc3cc(CO[Si](C)(C)C(C)(C)C)n(C)c3cc1C=CC2. Given the product COC(=O)c1c(OCc2ccccc2)c2c(n(Cc3ccc(OC)cc3OC)c1=O)-c1cc3cc(CO)n(C)c3cc1C=CC2, predict the reactants needed to synthesize it. (6) Given the product COc1ccc(Sc2ccc(C)cc2Nc2ccnc3nc(C)ccc23)cc1, predict the reactants needed to synthesize it. The reactants are: COc1ccc(Sc2ccc(C)cc2N)cc1.Cc1ccc2c(Cl)ccnc2n1. (7) Given the product CC(=O)O[C@@H]1[C@@H](C)O[C@@H](n2cc(F)c(NC(=O)OCC(C)(C)C)nc2=O)[C@@H]1OC(C)=O, predict the reactants needed to synthesize it. The reactants are: CC(=O)O[C@@H]1[C@@H](C)O[C@@H](n2cc(F)c(N)nc2=O)[C@@H]1OC(C)=O.CC(C)(C)COC(=O)Cl. (8) Given the product FC(F)Oc1ccc(C#Cc2cccnc2)cc1, predict the reactants needed to synthesize it. The reactants are: C#Cc1ccc(OC(F)F)cc1.Ic1cccnc1. (9) The reactants are: COc1cccc(-c2ccccn2)c1. Given the product Oc1cccc(-c2ccccn2)c1, predict the reactants needed to synthesize it. (10) Given the product CC(C)(C)c1ccc2cc(C(=O)O)ccc2c1, predict the reactants needed to synthesize it. The reactants are: COC(=O)c1ccc2cc(C(C)(C)C)ccc2c1.